The task is: Predict which catalyst facilitates the given reaction.. This data is from Catalyst prediction with 721,799 reactions and 888 catalyst types from USPTO. (1) Reactant: [Cl:1][C:2]1[CH:10]=[CH:9][CH:8]=[C:7]2[C:3]=1[C:4]([C:11](=[O:16])[C:12]([F:15])([F:14])[F:13])=[CH:5][NH:6]2.CC1C=CC(S(O[CH2:28][CH:29]2[CH2:33][CH2:32][O:31][CH2:30]2)(=O)=O)=CC=1.C([O-])([O-])=O.[K+].[K+]. Product: [Cl:1][C:2]1[CH:10]=[CH:9][CH:8]=[C:7]2[C:3]=1[C:4]([C:11](=[O:16])[C:12]([F:14])([F:15])[F:13])=[CH:5][N:6]2[CH2:28][CH:29]1[CH2:33][CH2:32][O:31][CH2:30]1. The catalyst class is: 31. (2) Reactant: [NH2:1][C:2]1[C:24]([Cl:25])=[CH:23][C:5]([C:6]([NH:8][CH2:9][CH:10]2[O:15][CH2:14][CH2:13][N:12]([CH2:16][CH:17]3[CH2:22][CH2:21][NH:20][CH2:19][CH2:18]3)[CH2:11]2)=[O:7])=[C:4]([O:26][CH2:27][CH3:28])[CH:3]=1.[CH:29](=O)[CH3:30].[BH4-].[Na+]. Product: [NH2:1][C:2]1[C:24]([Cl:25])=[CH:23][C:5]([C:6]([NH:8][CH2:9][CH:10]2[O:15][CH2:14][CH2:13][N:12]([CH2:16][CH:17]3[CH2:18][CH2:19][N:20]([CH2:29][CH3:30])[CH2:21][CH2:22]3)[CH2:11]2)=[O:7])=[C:4]([O:26][CH2:27][CH3:28])[CH:3]=1. The catalyst class is: 5. (3) Reactant: [CH2:1]([O:3][C:4]1[CH:14]=[CH:13][CH:12]=[CH:11][C:5]=1[C:6]([O:8]CC)=[O:7])[CH3:2].CC(C)([O-])C.[K+].CCCCCC.C(OCC)(=O)C.Cl. Product: [CH2:1]([O:3][C:4]1[CH:14]=[CH:13][CH:12]=[CH:11][C:5]=1[C:6]([OH:8])=[O:7])[CH3:2]. The catalyst class is: 16. (4) Reactant: [C:9](O[C:9]([O:11][C:12]([CH3:15])([CH3:14])[CH3:13])=[O:10])([O:11][C:12]([CH3:15])([CH3:14])[CH3:13])=[O:10].[F:16][C:17]1([F:24])[CH2:23][NH:22][CH2:21][CH2:20][NH:19][CH2:18]1.CCN(C(C)C)C(C)C. Product: [F:16][C:17]1([F:24])[CH2:23][N:22]([C:9]([O:11][C:12]([CH3:13])([CH3:14])[CH3:15])=[O:10])[CH2:21][CH2:20][NH:19][CH2:18]1. The catalyst class is: 2. (5) Reactant: FC(F)(F)S(O[C:7]1[CH:8]=[C:9]([C:15]2[CH:20]=[CH:19][CH:18]=[C:17]([C:21]#[N:22])[CH:16]=2)[CH:10]=[CH:11][C:12]=1[CH:13]=[O:14])(=O)=O.[B:25]1([B:25]2[O:29][C:28]([CH3:31])([CH3:30])[C:27]([CH3:33])([CH3:32])[O:26]2)[O:29][C:28]([CH3:31])([CH3:30])[C:27]([CH3:33])([CH3:32])[O:26]1.CC([O-])=O.[K+]. Product: [CH:13]([C:12]1[CH:11]=[CH:10][C:9]([C:15]2[CH:20]=[CH:19][CH:18]=[C:17]([C:21]#[N:22])[CH:16]=2)=[CH:8][C:7]=1[B:25]1[O:29][C:28]([CH3:31])([CH3:30])[C:27]([CH3:33])([CH3:32])[O:26]1)=[O:14]. The catalyst class is: 75.